Dataset: Full USPTO retrosynthesis dataset with 1.9M reactions from patents (1976-2016). Task: Predict the reactants needed to synthesize the given product. (1) Given the product [ClH:10].[CH:1]1([N:4]2[CH2:9][CH2:8][N:7]([C:11]3[CH:20]=[CH:19][C:18]4[CH2:17][CH2:16][CH2:15][CH2:14][C:13]=4[N:12]=3)[CH2:6][CH2:5]2)[CH2:3][CH2:2]1, predict the reactants needed to synthesize it. The reactants are: [CH:1]1([N:4]2[CH2:9][CH2:8][NH:7][CH2:6][CH2:5]2)[CH2:3][CH2:2]1.[Cl:10][C:11]1[CH:20]=[CH:19][C:18]2[CH2:17][CH2:16][CH2:15][CH2:14][C:13]=2[N:12]=1. (2) Given the product [C:33]([C:31]1[CH:30]=[CH:29][C:28]2[N:24]([CH2:23][CH2:22][O:21][C:18]3[CH:17]=[CH:16][C:15]([CH2:14][CH:9]([NH:8][C:49](=[O:53])[CH2:50][CH2:51][CH3:52])[C:10]([O:12][CH3:13])=[O:11])=[CH:20][CH:19]=3)[C:25](=[O:41])[S:26][C:27]=2[CH:32]=1)(=[O:40])[C:34]1[CH:35]=[CH:36][CH:37]=[CH:38][CH:39]=1, predict the reactants needed to synthesize it. The reactants are: FC(F)(F)C(O)=O.[NH2:8][CH:9]([CH2:14][C:15]1[CH:20]=[CH:19][C:18]([O:21][CH2:22][CH2:23][N:24]2[C:28]3[CH:29]=[CH:30][C:31]([C:33](=[O:40])[C:34]4[CH:39]=[CH:38][CH:37]=[CH:36][CH:35]=4)=[CH:32][C:27]=3[S:26][C:25]2=[O:41])=[CH:17][CH:16]=1)[C:10]([O:12][CH3:13])=[O:11].C(N(CC)CC)C.[C:49](Cl)(=[O:53])[CH2:50][CH2:51][CH3:52]. (3) Given the product [CH2:1]([C:8]1[NH:9][C:10](=[O:26])[N:11]([CH:13]2[CH2:18][CH2:17][NH:16][CH2:15][CH2:14]2)[CH:12]=1)[C:2]1[CH:3]=[CH:4][CH:5]=[CH:6][CH:7]=1, predict the reactants needed to synthesize it. The reactants are: [CH2:1]([C:8]1[NH:9][C:10](=[O:26])[N:11]([CH:13]2[CH2:18][CH2:17][N:16](CC3C=CC=CC=3)[CH2:15][CH2:14]2)[CH:12]=1)[C:2]1[CH:7]=[CH:6][CH:5]=[CH:4][CH:3]=1. (4) Given the product [N:24]1[C:23]2[NH:27][CH:28]=[CH:29][C:22]=2[C:21]([NH:20][C@@H:15]2[CH2:14][CH2:13][C@H:12]3[N:17]([C:18](=[O:19])[C@@H:10]([NH:9][C:4]4[CH:5]=[C:6]([F:8])[CH:7]=[C:2]([Cl:1])[CH:3]=4)[CH2:11]3)[CH2:16]2)=[N:26][CH:25]=1, predict the reactants needed to synthesize it. The reactants are: [Cl:1][C:2]1[CH:3]=[C:4]([NH:9][C@@H:10]2[C:18](=[O:19])[N:17]3[C@H:12]([CH2:13][CH2:14][C@@H:15]([NH:20][C:21]4[C:22]5[CH:29]=[CH:28][N:27](S(C6C=CC(C)=CC=6)(=O)=O)[C:23]=5[N:24]=[CH:25][N:26]=4)[CH2:16]3)[CH2:11]2)[CH:5]=[C:6]([F:8])[CH:7]=1.C([O-])([O-])=O.[K+].[K+].